From a dataset of Reaction yield outcomes from USPTO patents with 853,638 reactions. Predict the reaction yield, written as a fraction of the theoretical maximum amount of product (1.0 means a 100% yield; for example, 0.34 means a 34% yield). The reactants are [OH:1][C:2]1[CH:3]=[C:4]2[C:9](=[CH:10][CH:11]=1)[C:8](=[O:12])[CH2:7][CH2:6][CH2:5]2.F[C:14]1[CH:19]=[CH:18][CH:17]=[C:16]([CH3:20])[N:15]=1.C([O-])([O-])=O.[Cs+].[Cs+].O. The catalyst is CN(C=O)C. The product is [CH3:20][C:16]1[N:15]=[C:14]([O:1][C:2]2[CH:3]=[C:4]3[C:9](=[CH:10][CH:11]=2)[C:8](=[O:12])[CH2:7][CH2:6][CH2:5]3)[CH:19]=[CH:18][CH:17]=1. The yield is 0.260.